The task is: Regression. Given a peptide amino acid sequence and an MHC pseudo amino acid sequence, predict their binding affinity value. This is MHC class I binding data.. This data is from Peptide-MHC class I binding affinity with 185,985 pairs from IEDB/IMGT. (1) The peptide sequence is ATFRLECPY. The MHC is HLA-B35:01 with pseudo-sequence HLA-B35:01. The binding affinity (normalized) is 0.430. (2) The peptide sequence is THIQQDPAL. The MHC is Mamu-B1001 with pseudo-sequence Mamu-B1001. The binding affinity (normalized) is 0.550. (3) The peptide sequence is RINGIPQQH. The MHC is HLA-A03:01 with pseudo-sequence HLA-A03:01. The binding affinity (normalized) is 0.566. (4) The peptide sequence is RIYSHIAPY. The MHC is SLA-30401 with pseudo-sequence SLA-30401. The binding affinity (normalized) is 0.324.